From a dataset of Full USPTO retrosynthesis dataset with 1.9M reactions from patents (1976-2016). Predict the reactants needed to synthesize the given product. (1) Given the product [Cl:23][C:24]1[CH:25]=[C:26]([CH:30]=[CH:31][C:32]=1[Cl:33])[C:27]([NH:2][CH2:3][C:4]1[CH:5]=[C:6]2[C:10](=[CH:11][CH:12]=1)[C:9](=[O:13])[N:8]([CH:14]1[CH2:19][CH2:18][C:17](=[O:20])[NH:16][C:15]1=[O:21])[C:7]2=[O:22])=[O:28], predict the reactants needed to synthesize it. The reactants are: Cl.[NH2:2][CH2:3][C:4]1[CH:5]=[C:6]2[C:10](=[CH:11][CH:12]=1)[C:9](=[O:13])[N:8]([CH:14]1[CH2:19][CH2:18][C:17](=[O:20])[NH:16][C:15]1=[O:21])[C:7]2=[O:22].[Cl:23][C:24]1[CH:25]=[C:26]([CH:30]=[CH:31][C:32]=1[Cl:33])[C:27](Cl)=[O:28].CCN(C(C)C)C(C)C. (2) Given the product [CH2:15]([O:14][C:10]([O:11][CH2:12][CH3:13])([CH3:23])[C:1]([OH:6])=[O:5])[CH3:16], predict the reactants needed to synthesize it. The reactants are: [C:1]([OH:6])(=[O:5])C(C)=O.C(O[CH:10]([O:14][CH2:15][CH3:16])[O:11][CH2:12][CH3:13])C.S(=O)(=O)(O)O.Cl[CH2:23]Cl. (3) Given the product [OH:17][C:2]1[CH:15]=[CH:14][C:5]2[C:6]([C:9]([O:11][CH2:12][CH3:13])=[O:10])=[N:7][O:8][C:4]=2[CH:3]=1, predict the reactants needed to synthesize it. The reactants are: N[C:2]1[CH:15]=[CH:14][C:5]2[C:6]([C:9]([O:11][CH2:12][CH3:13])=[O:10])=[N:7][O:8][C:4]=2[CH:3]=1.N([O-])=[O:17].[Na+]. (4) Given the product [C:1]([C:3]1[CH:4]=[CH:5][C:6]([C:7]([NH:45][CH2:46][CH2:47][N:48]2[C:52](=[O:53])/[C:51](=[CH:54]/[C:55]3[CH:60]=[CH:59][C:58]([O:61][CH2:62][CH3:63])=[CH:57][CH:56]=3)/[S:50][C:49]2=[O:64])=[O:9])=[CH:10][CH:11]=1)#[N:2], predict the reactants needed to synthesize it. The reactants are: [C:1]([C:3]1[CH:11]=[CH:10][C:6]([C:7]([OH:9])=O)=[CH:5][CH:4]=1)#[N:2].CCN(C(C)C)C(C)C.CN(C(ON1N=NC2C=CC=CC1=2)=[N+](C)C)C.F[P-](F)(F)(F)(F)F.[NH2:45][CH2:46][CH2:47][N:48]1[C:52](=[O:53])/[C:51](=[CH:54]/[C:55]2[CH:60]=[CH:59][C:58]([O:61][CH2:62][CH3:63])=[CH:57][CH:56]=2)/[S:50][C:49]1=[O:64]. (5) Given the product [CH3:13][C:10]1[N:9]=[C:8]([C:5]2[N:4]=[N:3][C:2]([N:14]3[CH2:19][CH2:18][C:17]4([CH2:23][C:22]5[CH:24]=[CH:25][CH:26]=[CH:27][C:21]=5[O:20]4)[CH2:16][CH2:15]3)=[CH:7][CH:6]=2)[S:12][N:11]=1, predict the reactants needed to synthesize it. The reactants are: Cl[C:2]1[N:3]=[N:4][C:5]([C:8]2[S:12][N:11]=[C:10]([CH3:13])[N:9]=2)=[CH:6][CH:7]=1.[NH:14]1[CH2:19][CH2:18][C:17]2([CH2:23][C:22]3[CH:24]=[CH:25][CH:26]=[CH:27][C:21]=3[O:20]2)[CH2:16][CH2:15]1.C(=O)([O-])[O-].[K+].[K+]. (6) Given the product [O:1]=[C:2]1[NH:14][C:12]2[C:13]3[C:5](=[CH:6][N:7]([CH2:15][C:16]([OH:18])=[O:17])[C:8]=3[CH:9]=[CH:10][CH:11]=2)[CH2:4][CH2:3]1, predict the reactants needed to synthesize it. The reactants are: [O:1]=[C:2]1[NH:14][C:12]2[C:13]3[C:5](=[CH:6][N:7]([CH2:15][C:16]([O:18]CCCC)=[O:17])[C:8]=3[CH:9]=[CH:10][CH:11]=2)[CH2:4][CH2:3]1.C(O)(C(F)(F)F)=O. (7) Given the product [Br:13][C:9]1[N:8]=[C:7]([C:18]([OH:19])([CH3:20])[CH3:17])[CH:12]=[CH:11][CH:10]=1, predict the reactants needed to synthesize it. The reactants are: [Li]CCCC.Br[C:7]1[CH:12]=[CH:11][CH:10]=[C:9]([Br:13])[N:8]=1.C(=O)=O.[CH3:17][C:18]([CH3:20])=[O:19].